Dataset: Reaction yield outcomes from USPTO patents with 853,638 reactions. Task: Predict the reaction yield, written as a fraction of the theoretical maximum amount of product (1.0 means a 100% yield; for example, 0.34 means a 34% yield). (1) The reactants are [CH:1]1([S:6][CH:7]([C:11]2[CH:16]=[CH:15][C:14]([Cl:17])=[C:13]([Cl:18])[CH:12]=2)[C:8]([OH:10])=O)[CH2:5][CH2:4][CH2:3][CH2:2]1.[NH2:19][C:20]1[N:25]=[CH:24][CH:23]=[CH:22][N:21]=1. The catalyst is C1COCC1. The product is [CH:1]1([S:6][CH:7]([C:11]2[CH:16]=[CH:15][C:14]([Cl:17])=[C:13]([Cl:18])[CH:12]=2)[C:8]([NH:19][C:20]2[N:25]=[CH:24][CH:23]=[CH:22][N:21]=2)=[O:10])[CH2:2][CH2:3][CH2:4][CH2:5]1. The yield is 0.850. (2) The catalyst is CC(OC)(C)C.O. The product is [NH2:36][C:3]1[C:2]([Cl:1])=[C:7]([O:8][C:9]2[CH:14]=[CH:13][C:12]([NH:15][C:16]([C:18]3[C:19](=[O:34])[N:20]([C:27]4[CH:32]=[CH:31][C:30]([F:33])=[CH:29][CH:28]=4)[CH:21]=[CH:22][C:23]=3[O:24][CH2:25][CH3:26])=[O:17])=[CH:11][C:10]=2[F:35])[CH:6]=[CH:5][N:4]=1. The yield is 0.880. The reactants are [Cl:1][C:2]1[C:3]([N:36]=C(C2C=CC=CC=2)C2C=CC=CC=2)=[N:4][CH:5]=[CH:6][C:7]=1[O:8][C:9]1[CH:14]=[CH:13][C:12]([NH:15][C:16]([C:18]2[C:19](=[O:34])[N:20]([C:27]3[CH:32]=[CH:31][C:30]([F:33])=[CH:29][CH:28]=3)[CH:21]=[CH:22][C:23]=2[O:24][CH2:25][CH3:26])=[O:17])=[CH:11][C:10]=1[F:35].CO.Cl.[OH-].[Na+]. (3) The catalyst is CS(C)=O. The reactants are [OH-:1].[Na+].[CH:3]([C:6]1[C:7]([O:39][CH2:40][O:41][CH3:42])=[CH:8][C:9]([O:35][CH2:36][O:37][CH3:38])=[C:10]([C:12]2[N:16]([C:17]3[CH:22]=[CH:21][C:20]([CH2:23][N:24]4[CH2:29][CH2:28][N:27]([CH3:30])[CH2:26][CH2:25]4)=[CH:19][CH:18]=3)[C:15](S(C)(=O)=O)=[N:14][N:13]=2)[CH:11]=1)([CH3:5])[CH3:4]. The product is [CH:3]([C:6]1[C:7]([O:39][CH2:40][O:41][CH3:42])=[CH:8][C:9]([O:35][CH2:36][O:37][CH3:38])=[C:10]([C:12]2[N:16]([C:17]3[CH:22]=[CH:21][C:20]([CH2:23][N:24]4[CH2:29][CH2:28][N:27]([CH3:30])[CH2:26][CH2:25]4)=[CH:19][CH:18]=3)[C:15](=[O:1])[NH:14][N:13]=2)[CH:11]=1)([CH3:5])[CH3:4]. The yield is 0.950. (4) The reactants are [Cl:1][C:2]1[CH:3]=[C:4]([C:13]([OH:15])=[O:14])[S:5][C:6]=1[C:7]1[N:11]([CH3:12])[N:10]=[CH:9][CH:8]=1.[Cl:16]N1C(=O)CCC1=O. The catalyst is C1COCC1. The product is [Cl:1][C:2]1[CH:3]=[C:4]([C:13]([OH:15])=[O:14])[S:5][C:6]=1[C:7]1[N:11]([CH3:12])[N:10]=[CH:9][C:8]=1[Cl:16]. The yield is 0.980. (5) The reactants are [Si]([O:8][CH2:9][CH2:10][CH2:11][CH2:12][CH2:13][CH2:14][CH2:15][CH2:16][CH2:17][CH2:18][CH2:19][CH2:20][CH2:21][CH2:22][CH2:23][CH2:24][NH:25][C:26]1[CH:31]=[C:30]([O:32][CH3:33])[CH:29]=[CH:28][C:27]=1[O:34][CH3:35])(C(C)(C)C)(C)C.[F-].C([N+](CCCC)(CCCC)CCCC)CCC.[Cl-].[NH4+]. The catalyst is O1CCCC1. The product is [CH3:35][O:34][C:27]1[CH:28]=[CH:29][C:30]([O:32][CH3:33])=[CH:31][C:26]=1[NH:25][CH2:24][CH2:23][CH2:22][CH2:21][CH2:20][CH2:19][CH2:18][CH2:17][CH2:16][CH2:15][CH2:14][CH2:13][CH2:12][CH2:11][CH2:10][CH2:9][OH:8]. The yield is 0.810. (6) The product is [CH2:32]([O:31][C@@H:25]([CH2:26][CH2:27][CH2:28][CH2:29][CH3:30])[CH2:24][CH2:23][C:22]1[C:50](=[O:51])[CH2:3][C@H:2]2[C:21]=1[C@H:20]([O:39][Si:40]([C:43]([CH3:45])([CH3:44])[CH3:46])([CH3:41])[CH3:42])[C:5]1[C:4](=[C:9]([O:10][CH2:11][C:12]3[CH:17]=[CH:16][C:15]([O:18][CH3:19])=[CH:14][CH:13]=3)[CH:8]=[CH:7][CH:6]=1)[CH2:1]2)[C:33]1[CH:34]=[CH:35][CH:36]=[CH:37][CH:38]=1. The reactants are [CH2:1]([C:4]1[C:9]([O:10][CH2:11][C:12]2[CH:17]=[CH:16][C:15]([O:18][CH3:19])=[CH:14][CH:13]=2)=[CH:8][CH:7]=[CH:6][C:5]=1[C@H:20]([O:39][Si:40]([C:43]([CH3:46])([CH3:45])[CH3:44])([CH3:42])[CH3:41])[C:21]#[C:22][CH2:23][CH2:24][C@@H:25]([O:31][CH2:32][C:33]1[CH:38]=[CH:37][CH:36]=[CH:35][CH:34]=1)[CH2:26][CH2:27][CH2:28][CH2:29][CH3:30])[CH:2]=[CH2:3].C(#N)C.[CH3:50][O:51]C(C)(C)C. The yield is 0.836. The catalyst is ClCCl.[CH-]=O.[CH-]=O.[C-]#[O+].[C-]#[O+].[C-]#[O+].[C-]#[O+].[C-]#[O+].[C-]#[O+].[Co].[Co+2]. (7) The reactants are Cl[C:2]1[C:3]([C:16]2[CH:21]=[CH:20][C:19]([F:22])=[CH:18][CH:17]=2)=[N:4][C:5]2[C:10]([N:11]=1)=[CH:9][C:8]([C:12]([O:14][CH3:15])=[O:13])=[CH:7][CH:6]=2.[O:23]1[CH2:28][CH2:27][CH:26]([NH2:29])[CH2:25][CH2:24]1.CCN(C(C)C)C(C)C. The catalyst is CS(C)=O.ClCCl. The product is [F:22][C:19]1[CH:20]=[CH:21][C:16]([C:3]2[C:2]([NH:29][CH:26]3[CH2:27][CH2:28][O:23][CH2:24][CH2:25]3)=[N:11][C:10]3[C:5](=[CH:6][CH:7]=[C:8]([C:12]([O:14][CH3:15])=[O:13])[CH:9]=3)[N:4]=2)=[CH:17][CH:18]=1. The yield is 0.750. (8) The reactants are C([N:8]1[CH2:20][C@@H:19]2[C@H:10]([C:11](=[O:25])[NH:12][C:13]3[C:14]([C:21]([F:24])([F:23])[F:22])=[CH:15][CH:16]=[CH:17][C:18]=32)[CH2:9]1)C1C=CC=CC=1.[ClH:26].[H][H]. The catalyst is CO.CCOCC.[Pd]. The product is [ClH:26].[F:24][C:21]([F:22])([F:23])[C:14]1[C:13]2[NH:12][C:11](=[O:25])[C@@H:10]3[CH2:9][NH:8][CH2:20][C@H:19]3[C:18]=2[CH:17]=[CH:16][CH:15]=1. The yield is 0.600. (9) The reactants are [C:1]1([O:7][CH3:8])[CH:6]=[CH:5][CH:4]=[CH:3][CH:2]=1.ClCC(Cl)(Cl)Cl.[F:15][C:16]1[CH:17]=[C:18]([CH:22]=[CH:23][C:24]=1[F:25])[C:19](Cl)=[O:20]. The catalyst is [Cl-].[Zn+2].[Cl-]. The product is [F:15][C:16]1[CH:17]=[C:18]([CH:22]=[CH:23][C:24]=1[F:25])[C:19]([C:4]1[CH:5]=[CH:6][C:1]([O:7][CH3:8])=[CH:2][CH:3]=1)=[O:20]. The yield is 0.392. (10) The reactants are Br[C:2]1[CH:3]=[C:4]2[C@@:11]3([C:16]([F:18])([F:17])[CH2:15][O:14][C:13]([NH2:19])=[N:12]3)[CH2:10][CH:9]([C:20]3[CH:25]=[CH:24][CH:23]=[CH:22][CH:21]=3)[O:8][C:5]2=[CH:6][CH:7]=1.[C:26]([C:28]1[CH:29]=[C:30](B(O)O)[CH:31]=[N:32][CH:33]=1)#[N:27]. No catalyst specified. The product is [NH2:19][C:13]1[O:14][CH2:15][C:16]([F:18])([F:17])[C@@:11]2([C:4]3[C:5](=[CH:6][CH:7]=[C:2]([C:30]4[CH:31]=[N:32][CH:33]=[C:28]([CH:29]=4)[C:26]#[N:27])[CH:3]=3)[O:8][CH:9]([C:20]3[CH:25]=[CH:24][CH:23]=[CH:22][CH:21]=3)[CH2:10]2)[N:12]=1. The yield is 0.160.